Dataset: CYP3A4 inhibition data for predicting drug metabolism from PubChem BioAssay. Task: Regression/Classification. Given a drug SMILES string, predict its absorption, distribution, metabolism, or excretion properties. Task type varies by dataset: regression for continuous measurements (e.g., permeability, clearance, half-life) or binary classification for categorical outcomes (e.g., BBB penetration, CYP inhibition). Dataset: cyp3a4_veith. (1) The drug is Cc1nn2c3c(cnc2c1-c1ccccc1)C(=O)CC(c1ccccc1)C3. The result is 0 (non-inhibitor). (2) The compound is CC(C)C[C@H](N)C(=O)O. The result is 0 (non-inhibitor). (3) The molecule is CCCCn1cnc2c(SC)ncnc21. The result is 0 (non-inhibitor). (4) The drug is CCOc1ccc(NC(=O)N(CCN2CCOCC2)Cc2ccc3c(c2)CCCN3CC)cc1. The result is 1 (inhibitor). (5) The molecule is CN(C)C=O.COCCn1c(SCc2nc3sc(C(=O)OC)c(C)c3c(=O)[nH]2)nc2ccccc21. The result is 1 (inhibitor). (6) The molecule is COC(=O)N1CCC[C@@]2(CCN(c3ccccc3)C2)C1. The result is 1 (inhibitor). (7) The compound is O=C(O)COCCN1CCN([C@@H](c2ccccc2)c2ccc(Cl)cc2)CC1. The result is 0 (non-inhibitor).